From a dataset of Catalyst prediction with 721,799 reactions and 888 catalyst types from USPTO. Predict which catalyst facilitates the given reaction. (1) Reactant: [C:1]([OH:20])(=[O:19])[CH2:2][CH2:3][CH2:4][CH2:5][CH2:6][CH2:7][CH2:8][CH2:9][CH2:10][CH2:11][CH2:12][CH2:13][CH2:14][CH2:15][CH2:16][CH2:17][CH3:18].[OH-].[Mg+2:22].[OH-]. Product: [C:1]([O-:20])(=[O:19])[CH2:2][CH2:3][CH2:4][CH2:5][CH2:6][CH2:7][CH2:8][CH2:9][CH2:10][CH2:11][CH2:12][CH2:13][CH2:14][CH2:15][CH2:16][CH2:17][CH3:18].[Mg+2:22].[C:1]([O-:20])(=[O:19])[CH2:2][CH2:3][CH2:4][CH2:5][CH2:6][CH2:7][CH2:8][CH2:9][CH2:10][CH2:11][CH2:12][CH2:13][CH2:14][CH2:15][CH2:16][CH2:17][CH3:18]. The catalyst class is: 8. (2) Reactant: [CH3:1][N:2]([CH2:11][CH2:12][CH2:13][CH:14]1[CH2:19][CH2:18][N:17]([CH3:20])[CH2:16][CH2:15]1)[C:3]1[CH:10]=[CH:9][C:6]([C:7]#[N:8])=[CH:5][N:4]=1.Cl[C:22]1[CH:29]=[CH:28][C:25]([C:26]#[N:27])=[CH:24]N=1.CN[CH2:32][CH2:33]CC1CCN(C)CC1. Product: [CH3:24][C:25]1[C:26]2[N:27]=[C:7]([C:6]3[CH:9]=[CH:10][C:3]([N:2]([CH3:1])[CH2:11][CH2:12][CH2:13][CH:14]4[CH2:15][CH2:16][N:17]([CH3:20])[CH2:18][CH2:19]4)=[N:4][CH:5]=3)[NH:8][C:33]=2[CH:32]=[C:29]([CH3:22])[CH:28]=1. The catalyst class is: 14. (3) Reactant: Cl[C:2]1[CH:11]=[CH:10][C:9]2[CH2:8][N:7]([C:12]([O:14][C:15]([CH3:18])([CH3:17])[CH3:16])=[O:13])[CH2:6][CH:5]([CH3:19])[C:4]=2[N:3]=1.[NH:20]1[CH2:25][CH2:24][O:23][CH2:22][CH2:21]1.CC(C1C=C(C(C)C)C(C2C=CC=CC=2P(C2CCCCC2)C2CCCCC2)=C(C(C)C)C=1)C.CC(C)([O-])C.[Na+]. Product: [CH3:19][CH:5]1[C:4]2[N:3]=[C:2]([N:20]3[CH2:25][CH2:24][O:23][CH2:22][CH2:21]3)[CH:11]=[CH:10][C:9]=2[CH2:8][N:7]([C:12]([O:14][C:15]([CH3:18])([CH3:17])[CH3:16])=[O:13])[CH2:6]1. The catalyst class is: 720. (4) Reactant: [CH:1]([C:3]1[CH:4]=[CH:5][C:6]2[N:7]([C:9]([CH2:12][NH:13][C:14](=[O:20])[O:15][C:16]([CH3:19])([CH3:18])[CH3:17])=[N:10][N:11]=2)[N:8]=1)=[O:2].[CH3:21][Mg]Br.[NH4+].[Cl-]. Product: [OH:2][CH:1]([C:3]1[CH:4]=[CH:5][C:6]2[N:7]([C:9]([CH2:12][NH:13][C:14](=[O:20])[O:15][C:16]([CH3:17])([CH3:19])[CH3:18])=[N:10][N:11]=2)[N:8]=1)[CH3:21]. The catalyst class is: 1. (5) Reactant: [CH2:1]1[C:6]2=[C:7]3[C:12](=[CH:13][CH:14]=[C:5]2[O:4][CH2:3][CH:2]1[OH:15])[N:11]=[CH:10][CH:9]=[CH:8]3.[C:16]1([CH3:26])[CH:21]=[CH:20][C:19]([S:22](Cl)(=[O:24])=[O:23])=[CH:18][CH:17]=1. Product: [CH3:26][C:16]1[CH:21]=[CH:20][C:19]([S:22]([O:15][CH:2]2[CH2:3][O:4][C:5]3[C:6](=[C:7]4[C:12](=[CH:13][CH:14]=3)[N:11]=[CH:10][CH:9]=[CH:8]4)[CH2:1]2)(=[O:24])=[O:23])=[CH:18][CH:17]=1. The catalyst class is: 17.